From a dataset of Experimentally validated miRNA-target interactions with 360,000+ pairs, plus equal number of negative samples. Binary Classification. Given a miRNA mature sequence and a target amino acid sequence, predict their likelihood of interaction. (1) The miRNA is hsa-miR-219a-5p with sequence UGAUUGUCCAAACGCAAUUCU. The protein sequence of the target gene is MEELDGEPTVTLIPGVNSKKNQMYFDWGPGEMLVCETSFNKKEKSEMVPSCPFIYIIRKDVDVYSQILRKLFNESHGIFLGLQRIDEELTGKSRKSQLVRVSKNYRSVIRACMEEMHQVAIAAKDPANGRQFSSQVSILSAMELIWNLCEILFIEVAPAGPLLLHLLDWVRLHVCEVDSLSADVLGSENPSKHDSFWNLVTILVLQGRLDEARQMLSKEADASPASAGICRIMGDLMRTMPILSPGNTQTLTELELKWQHWHEECERYLQDSTFATSPHLESLLKIMLGDEAALLEQKEL.... Result: 0 (no interaction). (2) The miRNA is hsa-miR-4486 with sequence GCUGGGCGAGGCUGGCA. The protein sequence of the target gene is MAPQVWRRRTLERCLTEVGKATGRPECFLTIQEGLASKFTSLTKVLYDFNKILENGRIHGSPLQKLVIENFDDEQIWQQLELQNEPILQYFQNAVSETINDEDISLLPESEEQEREEDGSEIEADDKEDLEDLEEEEVSDMGNDDPEMGERAENSSKSDLRKSPVFSDEDSDLDFDISKLEQQSKVQNKGQGKPREKSIVDDKFFKLSEMEAYLENIEKEEERKDDNDEEEEDIDFFEDIDSDEDEGGLFGSKKLKSGKSSRNLKYKDFFDPVESDEDITNVHDDELDSNKEDDEIAEEE.... Result: 0 (no interaction). (3) The miRNA is hsa-miR-3153 with sequence GGGGAAAGCGAGUAGGGACAUUU. The protein sequence of the target gene is METLNGPAGGGAPDTKPQPAGQHHRHHHLHPLAERRRLHRAPSPARPFLKDLHTRPATATPSAGRAPTPAAPRSPSLAGKAPPSPGPPAAPGRLSRRSGVVPGAKDKPPPGAGARSAGGAKAVPGTRRAARAGPAEPLSRVGRPTGAEPPPAVAKGRKTKRGPGTPPARAVVPPARASRVPAVTLSVTSVAGCRINHTDSSSDLSDCASEPLSDEQRLLPAASSDAESGTGSSDREPIRGAPTPSSGSRGPPPGSPEPPILLAAPPVASACLGGRSSPGGASTGSPGPGSQEDVGGRAPP.... Result: 0 (no interaction). (4) The protein sequence of the target gene is MLDGLKMEENFQSAIDTSASFSSLLGRAVSPKSVCEGCQRVILDRFLLRLNDSFWHEQCVQCASCKEPLETTCFYRDKKLYCKYDYEKLFAVKCGGCFEAIAPNEFVMRAQKSVYHLSCFCCCVCERQLQKGDEFVLKEGQLLCKGDYEKERELLSLVSPAASDSGKSDDEESLCKSAHGAGKGTAEEGKDHKRPKRPRTILTTQQRRAFKASFEVSSKPCRKVRETLAAETGLSVRVVQVWFQNQRAKMKKLARRQQQQQQDQQNTQRLSSAQTNGGGSAGMEGIMNPYTALPTPQQLL.... Result: 0 (no interaction). The miRNA is mmu-miR-497a-5p with sequence CAGCAGCACACUGUGGUUUGUA.